From a dataset of NCI-60 drug combinations with 297,098 pairs across 59 cell lines. Regression. Given two drug SMILES strings and cell line genomic features, predict the synergy score measuring deviation from expected non-interaction effect. (1) Drug 1: CS(=O)(=O)C1=CC(=C(C=C1)C(=O)NC2=CC(=C(C=C2)Cl)C3=CC=CC=N3)Cl. Drug 2: C(CC(=O)O)C(=O)CN.Cl. Cell line: TK-10. Synergy scores: CSS=9.47, Synergy_ZIP=-1.00, Synergy_Bliss=3.11, Synergy_Loewe=1.66, Synergy_HSA=2.52. (2) Drug 1: C1CCC(C1)C(CC#N)N2C=C(C=N2)C3=C4C=CNC4=NC=N3. Drug 2: CCC(=C(C1=CC=CC=C1)C2=CC=C(C=C2)OCCN(C)C)C3=CC=CC=C3.C(C(=O)O)C(CC(=O)O)(C(=O)O)O. Cell line: SF-268. Synergy scores: CSS=-7.47, Synergy_ZIP=4.44, Synergy_Bliss=-1.03, Synergy_Loewe=-6.89, Synergy_HSA=-7.19. (3) Drug 1: CN1CCC(CC1)COC2=C(C=C3C(=C2)N=CN=C3NC4=C(C=C(C=C4)Br)F)OC. Drug 2: CCN(CC)CCCC(C)NC1=C2C=C(C=CC2=NC3=C1C=CC(=C3)Cl)OC. Cell line: SK-MEL-2. Synergy scores: CSS=9.84, Synergy_ZIP=-4.05, Synergy_Bliss=-4.22, Synergy_Loewe=-12.8, Synergy_HSA=-6.18. (4) Drug 1: CC1=C2C(C(=O)C3(C(CC4C(C3C(C(C2(C)C)(CC1OC(=O)C(C(C5=CC=CC=C5)NC(=O)OC(C)(C)C)O)O)OC(=O)C6=CC=CC=C6)(CO4)OC(=O)C)OC)C)OC. Drug 2: CC1C(C(CC(O1)OC2CC(OC(C2O)C)OC3=CC4=CC5=C(C(=O)C(C(C5)C(C(=O)C(C(C)O)O)OC)OC6CC(C(C(O6)C)O)OC7CC(C(C(O7)C)O)OC8CC(C(C(O8)C)O)(C)O)C(=C4C(=C3C)O)O)O)O. Cell line: NCI-H322M. Synergy scores: CSS=41.0, Synergy_ZIP=6.27, Synergy_Bliss=8.09, Synergy_Loewe=-13.1, Synergy_HSA=7.84.